This data is from Reaction yield outcomes from USPTO patents with 853,638 reactions. The task is: Predict the reaction yield, written as a fraction of the theoretical maximum amount of product (1.0 means a 100% yield; for example, 0.34 means a 34% yield). (1) The reactants are C[C:2]1([C:9]([OH:11])=[O:10])[CH2:7][CH2:6][CH:5]([CH3:8])[CH2:4][CH2:3]1.[CH:12](NC(C)C)(C)C.[Li].[CH3:20][O:21][C:22](Cl)=[O:23]. The catalyst is C1COCC1. The product is [CH3:8][CH:5]1[CH2:6][CH2:7][C:2]([C:9]([O:11][CH3:12])=[O:10])([C:22]([O:21][CH3:20])=[O:23])[CH2:3][CH2:4]1. The yield is 0.540. (2) The reactants are [CH2:1]([N:5]1[CH2:10][CH2:9][NH:8][C:7](=[O:11])[C:6]1=[O:12])[CH2:2][CH2:3][CH3:4].[H-].[Na+].Br[CH:16]([C:21]1[CH:26]=[CH:25][CH:24]=[CH:23][CH:22]=1)[C:17]([O:19][CH3:20])=[O:18]. The catalyst is CN(C=O)C. The product is [CH2:1]([N:5]1[CH2:10][CH2:9][N:8]([CH:16]([C:21]2[CH:26]=[CH:25][CH:24]=[CH:23][CH:22]=2)[C:17]([O:19][CH3:20])=[O:18])[C:7](=[O:11])[C:6]1=[O:12])[CH2:2][CH2:3][CH3:4]. The yield is 0.860. (3) The reactants are [NH2:1][C:2]1[CH:3]=[N:4][CH:5]=[CH:6][C:7]=1[N:8]1[CH2:13][CH2:12][C@@H:11]([O:14][Si:15]([C:18]([CH3:21])([CH3:20])[CH3:19])([CH3:17])[CH3:16])[C@H:10]([NH:22][C:23](=[O:29])[O:24][C:25]([CH3:28])([CH3:27])[CH3:26])[CH2:9]1.[NH2:30][C:31]1[C:32]([C:38](O)=[O:39])=[N:33][C:34]([Br:37])=[CH:35][CH:36]=1. No catalyst specified. The product is [NH2:30][C:31]1[C:32]([C:38]([NH:1][C:2]2[CH:3]=[N:4][CH:5]=[CH:6][C:7]=2[N:8]2[CH2:13][CH2:12][C@@H:11]([O:14][Si:15]([C:18]([CH3:21])([CH3:20])[CH3:19])([CH3:17])[CH3:16])[C@H:10]([NH:22][C:23](=[O:29])[O:24][C:25]([CH3:28])([CH3:27])[CH3:26])[CH2:9]2)=[O:39])=[N:33][C:34]([Br:37])=[CH:35][CH:36]=1. The yield is 0.270. (4) The reactants are Br[C:2]1[S:3][CH:4]=[CH:5][CH:6]=1.[Mg].[Br:8][C:9]1[CH:13]=[C:12](Br)[S:11][C:10]=1[CH3:15]. The catalyst is CCOCC.C1C=CC(P(C2C=CC=CC=2)[C-]2C=CC=C2)=CC=1.C1C=CC(P(C2C=CC=CC=2)[C-]2C=CC=C2)=CC=1.Cl[Pd]Cl.[Fe+2]. The product is [Br:8][C:9]1[CH:13]=[C:12]([C:2]2[S:3][CH:4]=[CH:5][CH:6]=2)[S:11][C:10]=1[CH3:15]. The yield is 0.780. (5) The reactants are [CH2:1]([NH2:4])[CH2:2][CH3:3].C(N(CC)C(C)C)(C)C.[N:14]1[C:21](Cl)=[N:20][C:18](Cl)=[N:17][C:15]=1[Cl:16].Cl.[CH3:24][O:25][NH:26][CH3:27]. The catalyst is C(#N)C. The product is [Cl:16][C:15]1[N:14]=[C:21]([NH:4][CH2:1][CH2:2][CH3:3])[N:20]=[C:18]([N:26]([CH3:27])[O:25][CH3:24])[N:17]=1. The yield is 0.910.